Dataset: NCI-60 drug combinations with 297,098 pairs across 59 cell lines. Task: Regression. Given two drug SMILES strings and cell line genomic features, predict the synergy score measuring deviation from expected non-interaction effect. (1) Drug 1: CN(C)C1=NC(=NC(=N1)N(C)C)N(C)C. Drug 2: CC1=C2C(C(=O)C3(C(CC4C(C3C(C(C2(C)C)(CC1OC(=O)C(C(C5=CC=CC=C5)NC(=O)OC(C)(C)C)O)O)OC(=O)C6=CC=CC=C6)(CO4)OC(=O)C)O)C)O. Cell line: MOLT-4. Synergy scores: CSS=59.7, Synergy_ZIP=1.51, Synergy_Bliss=-1.39, Synergy_Loewe=-59.9, Synergy_HSA=-4.02. (2) Drug 1: CC1=CC=C(C=C1)C2=CC(=NN2C3=CC=C(C=C3)S(=O)(=O)N)C(F)(F)F. Drug 2: C1C(C(OC1N2C=NC3=C2NC=NCC3O)CO)O. Cell line: RPMI-8226. Synergy scores: CSS=-1.99, Synergy_ZIP=4.40, Synergy_Bliss=6.90, Synergy_Loewe=5.56, Synergy_HSA=-0.0942. (3) Cell line: NCI/ADR-RES. Drug 2: C1=CC(=C2C(=C1NCCNCCO)C(=O)C3=C(C=CC(=C3C2=O)O)O)NCCNCCO. Drug 1: CC1=C(C=C(C=C1)NC2=NC=CC(=N2)N(C)C3=CC4=NN(C(=C4C=C3)C)C)S(=O)(=O)N.Cl. Synergy scores: CSS=1.50, Synergy_ZIP=-1.21, Synergy_Bliss=-1.45, Synergy_Loewe=-6.45, Synergy_HSA=-2.80. (4) Drug 1: CC1=C(C=C(C=C1)NC(=O)C2=CC=C(C=C2)CN3CCN(CC3)C)NC4=NC=CC(=N4)C5=CN=CC=C5. Drug 2: CC1CCCC2(C(O2)CC(NC(=O)CC(C(C(=O)C(C1O)C)(C)C)O)C(=CC3=CSC(=N3)C)C)C. Cell line: U251. Synergy scores: CSS=52.4, Synergy_ZIP=0.367, Synergy_Bliss=-0.997, Synergy_Loewe=-26.9, Synergy_HSA=0.442. (5) Drug 1: CC1=C(C=C(C=C1)NC(=O)C2=CC=C(C=C2)CN3CCN(CC3)C)NC4=NC=CC(=N4)C5=CN=CC=C5. Drug 2: C1CC(=O)NC(=O)C1N2C(=O)C3=CC=CC=C3C2=O. Cell line: A549. Synergy scores: CSS=-4.42, Synergy_ZIP=4.63, Synergy_Bliss=3.80, Synergy_Loewe=-2.10, Synergy_HSA=-2.67. (6) Drug 1: CN(C)N=NC1=C(NC=N1)C(=O)N. Drug 2: C1=NC2=C(N=C(N=C2N1C3C(C(C(O3)CO)O)F)Cl)N. Cell line: RXF 393. Synergy scores: CSS=2.64, Synergy_ZIP=-2.47, Synergy_Bliss=-1.90, Synergy_Loewe=-10.5, Synergy_HSA=-2.44.